From a dataset of CYP2C19 inhibition data for predicting drug metabolism from PubChem BioAssay. Regression/Classification. Given a drug SMILES string, predict its absorption, distribution, metabolism, or excretion properties. Task type varies by dataset: regression for continuous measurements (e.g., permeability, clearance, half-life) or binary classification for categorical outcomes (e.g., BBB penetration, CYP inhibition). Dataset: cyp2c19_veith. (1) The molecule is CCN(CC(=O)Nc1ccc([N+](=O)[O-])cc1OC)c1ccccc1. The result is 1 (inhibitor). (2) The compound is COc1cccc(OC)c1C(=O)NC(=S)N1CCN(c2ccc(C(F)(F)F)cc2[N+](=O)[O-])CC1. The result is 1 (inhibitor). (3) The drug is CS[C@@H](CC(=O)O)C(=O)O. The result is 0 (non-inhibitor). (4) The molecule is CCOc1ccc(NC(=O)N2CCC(c3ccc(C)cc3)C2)cc1. The result is 0 (non-inhibitor). (5) The compound is Cc1c(NC(=O)NC(C)N2C(=O)C3C4C=CC(C4)C3C2=O)c(=O)n(-c2ccccc2)n1C. The result is 0 (non-inhibitor). (6) The result is 1 (inhibitor). The drug is C/C(=N\NC(=O)c1ccc(Br)cc1)c1ccccc1. (7) The drug is COC(Cc1n[nH]c(=S)n1C)OC. The result is 0 (non-inhibitor).